This data is from Full USPTO retrosynthesis dataset with 1.9M reactions from patents (1976-2016). The task is: Predict the reactants needed to synthesize the given product. (1) The reactants are: [NH2:1][CH2:2][C@H:3]1[CH2:8][CH2:7][CH2:6][N:5]([C:9]2[C:18]3[C:13](=[CH:14][C:15]([CH3:19])=[CH:16][CH:17]=3)[N:12]=[C:11]([C:20]3[CH:25]=[CH:24][CH:23]=[CH:22][C:21]=3[OH:26])[N:10]=2)[CH2:4]1.C(N(CC)CC)C.Cl[C:35]([O:37][C@@H:38]1[CH2:42][CH2:41][O:40][CH2:39]1)=[O:36]. Given the product [O:40]1[CH2:41][CH2:42][C@@H:38]([O:37][C:35](=[O:36])[NH:1][CH2:2][C@H:3]2[CH2:8][CH2:7][CH2:6][N:5]([C:9]3[C:18]4[C:13](=[CH:14][C:15]([CH3:19])=[CH:16][CH:17]=4)[N:12]=[C:11]([C:20]4[CH:25]=[CH:24][CH:23]=[CH:22][C:21]=4[OH:26])[N:10]=3)[CH2:4]2)[CH2:39]1, predict the reactants needed to synthesize it. (2) Given the product [CH3:10][S:11]([C:2]1[CH:9]=[CH:8][C:5]([CH:6]=[O:7])=[CH:4][CH:3]=1)(=[O:13])=[O:12], predict the reactants needed to synthesize it. The reactants are: Cl[C:2]1[CH:9]=[CH:8][C:5]([CH:6]=[O:7])=[CH:4][CH:3]=1.[CH3:10][S:11]([O-:13])=[O:12].[Na+].